Dataset: Peptide-MHC class I binding affinity with 185,985 pairs from IEDB/IMGT. Task: Regression. Given a peptide amino acid sequence and an MHC pseudo amino acid sequence, predict their binding affinity value. This is MHC class I binding data. (1) The peptide sequence is THADAHTQL. The MHC is HLA-A80:01 with pseudo-sequence HLA-A80:01. The binding affinity (normalized) is 0.0847. (2) The binding affinity (normalized) is 0.369. The peptide sequence is KSPDVHEDF. The MHC is HLA-B58:01 with pseudo-sequence HLA-B58:01.